Dataset: Catalyst prediction with 721,799 reactions and 888 catalyst types from USPTO. Task: Predict which catalyst facilitates the given reaction. Reactant: CC1(C)C(C)(C)OB([C:9]2[CH:24]=[CH:23][C:12]([O:13][C:14]3[NH:18][C:17]4[CH:19]=[CH:20][CH:21]=[CH:22][C:16]=4[N:15]=3)=[CH:11][CH:10]=2)O1.Br[C:27]1[C:28]2[N:39]=[CH:38][CH:37]=[CH:36][C:29]=2[N:30]2[C:35]=1[CH2:34][CH2:33][CH2:32][CH2:31]2.C([O-])([O-])=O.[K+].[K+]. The catalyst class is: 108. Product: [NH:18]1[C:17]2[CH:19]=[CH:20][CH:21]=[CH:22][C:16]=2[N:15]=[C:14]1[O:13][C:12]1[CH:11]=[CH:10][C:9]([C:27]2[C:28]3[N:39]=[CH:38][CH:37]=[CH:36][C:29]=3[N:30]3[C:35]=2[CH2:34][CH2:33][CH2:32][CH2:31]3)=[CH:24][CH:23]=1.